Dataset: Reaction yield outcomes from USPTO patents with 853,638 reactions. Task: Predict the reaction yield, written as a fraction of the theoretical maximum amount of product (1.0 means a 100% yield; for example, 0.34 means a 34% yield). (1) The reactants are [CH3:1][O:2][C:3]1[CH:8]=[CH:7][C:6]([C:9]2[CH:14]=[CH:13][CH:12]=[C:11]([O:15][C:16]3[CH:29]=[CH:28][C:19]([CH:20]=[C:21]4[S:25][C:24](=[O:26])[NH:23][C:22]4=[O:27])=[CH:18][CH:17]=3)[CH:10]=2)=[CH:5][CH:4]=1.C([O-])=O.[NH4+]. The catalyst is C(O)(=O)C.[Pd]. The product is [CH3:1][O:2][C:3]1[CH:4]=[CH:5][C:6]([C:9]2[CH:14]=[CH:13][CH:12]=[C:11]([O:15][C:16]3[CH:29]=[CH:28][C:19]([CH2:20][CH:21]4[S:25][C:24](=[O:26])[NH:23][C:22]4=[O:27])=[CH:18][CH:17]=3)[CH:10]=2)=[CH:7][CH:8]=1. The yield is 0.380. (2) The reactants are [F:1][C:2]([F:11])([F:10])[C:3]1[C:4]([NH2:9])=[N:5][CH:6]=[CH:7][CH:8]=1.C1C(=O)N([Br:19])C(=O)C1.C([O-])(O)=O.[Na+]. The catalyst is C(#N)C. The product is [Br:19][C:7]1[CH:8]=[C:3]([C:2]([F:1])([F:10])[F:11])[C:4]([NH2:9])=[N:5][CH:6]=1. The yield is 0.980. (3) The reactants are [F:1][C:2]1[CH:7]=[C:6]([F:8])[CH:5]=[CH:4][C:3]=1[C:9]1[N:14]=[C:13]([N:15]2[CH2:20][CH2:19][N:18](C(OC(C)(C)C)=O)[CH2:17][CH2:16]2)[CH:12]=[CH:11][CH:10]=1. The catalyst is FC(F)(F)C(O)=O.C(Cl)Cl. The product is [F:1][C:2]1[CH:7]=[C:6]([F:8])[CH:5]=[CH:4][C:3]=1[C:9]1[N:14]=[C:13]([N:15]2[CH2:16][CH2:17][NH:18][CH2:19][CH2:20]2)[CH:12]=[CH:11][CH:10]=1. The yield is 0.720. (4) The reactants are [F:1][C:2]1[CH:3]=[N:4][CH:5]=[C:6](B2OC(C)(C)C(C)(C)O2)[CH:7]=1.Br[C:18]1[CH:23]=[C:22]([C:24]2[N:29]=[CH:28][CH:27]=[CH:26][N:25]=2)[C:21]([NH2:30])=[C:20]([N+:31]([O-:33])=[O:32])[CH:19]=1.[O-]P([O-])([O-])=O.[K+].[K+].[K+].CCO. The catalyst is [Br-].C([N+](C)(C)C)CCCCCCCCCCCCCCC.CC([O-])=O.CC([O-])=O.[Pd+2].C1C=CC(P(C2C=CC=CC=2)C2C=CC=CC=2)=CC=1.O. The product is [F:1][C:2]1[CH:7]=[C:6]([C:18]2[CH:23]=[C:22]([C:24]3[N:29]=[CH:28][CH:27]=[CH:26][N:25]=3)[C:21]([NH2:30])=[C:20]([N+:31]([O-:33])=[O:32])[CH:19]=2)[CH:5]=[N:4][CH:3]=1. The yield is 0.880. (5) The reactants are [F:1][C:2]1[CH:12]=[C:11]([N+:13]([O-])=O)[CH:10]=[CH:9][C:3]=1[C:4]([N:6]([CH3:8])[CH3:7])=[O:5]. The catalyst is CCO. The product is [NH2:13][C:11]1[CH:10]=[CH:9][C:3]([C:4]([N:6]([CH3:8])[CH3:7])=[O:5])=[C:2]([F:1])[CH:12]=1. The yield is 1.00.